This data is from Full USPTO retrosynthesis dataset with 1.9M reactions from patents (1976-2016). The task is: Predict the reactants needed to synthesize the given product. (1) Given the product [C:2]([C:4]1([NH:7][C:8]([C@@H:10]2[CH2:14][C@@H:13]([S:15]([C:18]3[CH:23]=[CH:22][CH:21]=[CH:20][C:19]=3[C:24]([F:27])([F:25])[F:26])(=[O:17])=[O:16])[CH2:12][N:11]2[CH2:30][C:29]([F:43])([F:28])[C:39]([F:42])([F:41])[F:40])=[O:9])[CH2:5][CH2:6]1)#[N:3], predict the reactants needed to synthesize it. The reactants are: Cl.[C:2]([C:4]1([NH:7][C:8]([C@@H:10]2[CH2:14][C@@H:13]([S:15]([C:18]3[CH:23]=[CH:22][CH:21]=[CH:20][C:19]=3[C:24]([F:27])([F:26])[F:25])(=[O:17])=[O:16])[CH2:12][NH:11]2)=[O:9])[CH2:6][CH2:5]1)#[N:3].[F:28][C:29]([F:43])([C:39]([F:42])([F:41])[F:40])[CH2:30]OS(C(F)(F)F)(=O)=O. (2) Given the product [CH3:16][O:15][C:11]1[CH:10]=[C:9]([C:7]2[N:4]=[C:1]([CH3:2])[S:3][CH:6]=2)[CH:14]=[CH:13][CH:12]=1, predict the reactants needed to synthesize it. The reactants are: [C:1]([NH2:4])(=[S:3])[CH3:2].Br[CH2:6][C:7]([C:9]1[CH:14]=[CH:13][CH:12]=[C:11]([O:15][CH3:16])[CH:10]=1)=O.